Task: Regression/Classification. Given a drug SMILES string, predict its toxicity properties. Task type varies by dataset: regression for continuous values (e.g., LD50, hERG inhibition percentage) or binary classification for toxic/non-toxic outcomes (e.g., AMES mutagenicity, cardiotoxicity, hepatotoxicity). Dataset: ames.. Dataset: Ames mutagenicity test results for genotoxicity prediction (1) The compound is CC(O)C(C)[N+](=O)[O-]. The result is 0 (non-mutagenic). (2) The drug is N#CCO. The result is 0 (non-mutagenic). (3) The compound is Cc1nc2cc(C)c3c(nc(N)n3C)c2nc1C. The result is 1 (mutagenic).